From a dataset of Peptide-MHC class I binding affinity with 185,985 pairs from IEDB/IMGT. Regression. Given a peptide amino acid sequence and an MHC pseudo amino acid sequence, predict their binding affinity value. This is MHC class I binding data. (1) The peptide sequence is LVTARQKLK. The MHC is HLA-A68:02 with pseudo-sequence HLA-A68:02. The binding affinity (normalized) is 0.0847. (2) The peptide sequence is WYGMEIRPI. The MHC is HLA-A24:02 with pseudo-sequence HLA-A24:02. The binding affinity (normalized) is 0.259. (3) The peptide sequence is VPQTDAGVT. The MHC is HLA-B07:02 with pseudo-sequence HLA-B07:02. The binding affinity (normalized) is 0.303. (4) The peptide sequence is VSFDQNLDY. The MHC is HLA-B39:01 with pseudo-sequence HLA-B39:01. The binding affinity (normalized) is 0.0847. (5) The peptide sequence is YGIPFPGSL. The MHC is HLA-B15:01 with pseudo-sequence HLA-B15:01. The binding affinity (normalized) is 0.0847. (6) The peptide sequence is KSINKVYGK. The MHC is Mamu-A2601 with pseudo-sequence Mamu-A2601. The binding affinity (normalized) is 0. (7) The peptide sequence is NGPASSTTL. The MHC is H-2-Kd with pseudo-sequence H-2-Kd. The binding affinity (normalized) is 0.621. (8) The peptide sequence is VSIRGSHHK. The MHC is HLA-B07:02 with pseudo-sequence HLA-B07:02. The binding affinity (normalized) is 0.0847. (9) The peptide sequence is AQIGVIGVF. The MHC is HLA-B08:02 with pseudo-sequence HLA-B08:02. The binding affinity (normalized) is 0.0847. (10) The peptide sequence is LPAEVRAAF. The MHC is HLA-B08:01 with pseudo-sequence HLA-B08:01. The binding affinity (normalized) is 0.362.